From a dataset of Reaction yield outcomes from USPTO patents with 853,638 reactions. Predict the reaction yield, written as a fraction of the theoretical maximum amount of product (1.0 means a 100% yield; for example, 0.34 means a 34% yield). (1) The reactants are [CH2:1]([C:3]1[CH:12]=[CH:11][C:10]2[C:9](=[O:13])[N:8]([CH3:14])[C:7]([NH:15][C:16]3[CH:21]=[CH:20][C:19]([I:22])=[CH:18][C:17]=3[F:23])=[C:6]([C:24]([NH:26][O:27][CH2:28][CH2:29][O:30][Si](C(C)(C)C)(C)C)=[O:25])[C:5]=2[N:4]=1)[CH3:2].CCCC[N+](CCCC)(CCCC)CCCC.[F-]. The catalyst is C1COCC1. The product is [CH2:1]([C:3]1[CH:12]=[CH:11][C:10]2[C:9](=[O:13])[N:8]([CH3:14])[C:7]([NH:15][C:16]3[CH:21]=[CH:20][C:19]([I:22])=[CH:18][C:17]=3[F:23])=[C:6]([C:24]([NH:26][O:27][CH2:28][CH2:29][OH:30])=[O:25])[C:5]=2[N:4]=1)[CH3:2]. The yield is 0.910. (2) The reactants are [CH3:1][O:2][CH:3]([O:14][CH3:15])[C:4]1[CH:9]=[C:8]([CH3:10])[C:7]([CH2:11][NH2:12])=[C:6]([CH3:13])[CH:5]=1.CCN(CC)CC.[C:23](OC(=O)C)(=[O:25])[CH3:24]. The catalyst is CN(C1C=CN=CC=1)C.C(Cl)Cl. The product is [CH3:15][O:14][CH:3]([O:2][CH3:1])[C:4]1[CH:9]=[C:8]([CH3:10])[C:7]([CH2:11][NH:12][C:23](=[O:25])[CH3:24])=[C:6]([CH3:13])[CH:5]=1. The yield is 0.950. (3) The product is [Cl:31][C:28]1[CH:27]=[CH:26][C:25]([C:15]2[N:16]=[C:17]([C:19]3[CH:24]=[CH:23][CH:22]=[CH:21][CH:20]=3)[S:18][C:14]=2[CH2:3][CH2:2][C:1]([OH:7])=[O:6])=[CH:30][CH:29]=1. The catalyst is CN(C)C=O.C(O)C.N1C=CC=CC=1.O. The reactants are [C:1]([O:7]CC)(=[O:6])[CH2:2][C:3]([O-])=O.[H-].[Na+].BrC[C:14]1[S:18][C:17]([C:19]2[CH:24]=[CH:23][CH:22]=[CH:21][CH:20]=2)=[N:16][C:15]=1[C:25]1[CH:30]=[CH:29][C:28]([Cl:31])=[CH:27][CH:26]=1.Cl.[OH-].[Na+]. The yield is 0.750. (4) The reactants are [F:1][C:2]1[C:3]([NH:19][C:20]2[CH:25]=[CH:24][C:23]([I:26])=[CH:22][C:21]=2[F:27])=[C:4]([C:9]([N:11]2[CH2:14][C:13]([CH:16]([OH:18])[CH3:17])([OH:15])[CH2:12]2)=[O:10])[CH:5]=[CH:6][C:7]=1[F:8].[CH:28]([C:31]1[CH:36]=[C:35]([CH:37]([CH3:39])[CH3:38])[CH:34]=[C:33]([CH:40]([CH3:42])[CH3:41])[C:32]=1[S:43](Cl)(=[O:45])=[O:44])([CH3:30])[CH3:29].C(N(CC)CC)C. The catalyst is ClCCl.CN(C)C1C=CN=CC=1. The product is [CH3:30][CH:28]([C:31]1[CH:36]=[C:35]([CH:37]([CH3:38])[CH3:39])[CH:34]=[C:33]([CH:40]([CH3:42])[CH3:41])[C:32]=1[S:43]([O:18][CH:16]([C:13]1([OH:15])[CH2:14][N:11]([C:9]([C:4]2[CH:5]=[CH:6][C:7]([F:8])=[C:2]([F:1])[C:3]=2[NH:19][C:20]2[CH:25]=[CH:24][C:23]([I:26])=[CH:22][C:21]=2[F:27])=[O:10])[CH2:12]1)[CH3:17])(=[O:44])=[O:45])[CH3:29]. The yield is 0.490.